This data is from NCI-60 drug combinations with 297,098 pairs across 59 cell lines. The task is: Regression. Given two drug SMILES strings and cell line genomic features, predict the synergy score measuring deviation from expected non-interaction effect. Drug 1: CC12CCC(CC1=CCC3C2CCC4(C3CC=C4C5=CN=CC=C5)C)O. Drug 2: CC1=C2C(C(=O)C3(C(CC4C(C3C(C(C2(C)C)(CC1OC(=O)C(C(C5=CC=CC=C5)NC(=O)OC(C)(C)C)O)O)OC(=O)C6=CC=CC=C6)(CO4)OC(=O)C)O)C)O. Cell line: 786-0. Synergy scores: CSS=59.0, Synergy_ZIP=11.2, Synergy_Bliss=12.3, Synergy_Loewe=-7.20, Synergy_HSA=13.9.